This data is from Reaction yield outcomes from USPTO patents with 853,638 reactions. The task is: Predict the reaction yield, written as a fraction of the theoretical maximum amount of product (1.0 means a 100% yield; for example, 0.34 means a 34% yield). (1) The reactants are [NH:1]([C:3]1[N:4]=[C:5]2[CH:11]=[CH:10][N:9]([S:12]([C:15]3[CH:21]=[CH:20][C:18]([CH3:19])=[CH:17][CH:16]=3)(=[O:14])=[O:13])[C:6]2=[N:7][CH:8]=1)[NH2:2].[CH2:22]([CH:24]1[CH2:32][C:27]2([O:31][CH2:30][CH2:29][O:28]2)[CH2:26][CH:25]1[C:33](O)=[O:34])[CH3:23].CN(C(ON1N=NC2C=CC=NC1=2)=[N+](C)C)C.F[P-](F)(F)(F)(F)F. The catalyst is C(Cl)Cl. The product is [CH2:22]([CH:24]1[CH2:32][C:27]2([O:28][CH2:29][CH2:30][O:31]2)[CH2:26][CH:25]1[C:33]([NH:2][NH:1][C:3]1[N:4]=[C:5]2[CH:11]=[CH:10][N:9]([S:12]([C:15]3[CH:21]=[CH:20][C:18]([CH3:19])=[CH:17][CH:16]=3)(=[O:13])=[O:14])[C:6]2=[N:7][CH:8]=1)=[O:34])[CH3:23]. The yield is 0.890. (2) The reactants are [Cl:1][C:2]1[CH:7]=[C:6]([O:8][CH3:9])[C:5](I)=[CH:4][C:3]=1[C:11]1[CH:16]=[C:15]([Cl:17])[CH:14]=[CH:13][C:12]=1[Cl:18].[CH2:19]([Sn](CCCC)(CCCC)C=C)[CH2:20]CC. The catalyst is C1(C)C=CC=CC=1.C1C=CC([P]([Pd]([P](C2C=CC=CC=2)(C2C=CC=CC=2)C2C=CC=CC=2)([P](C2C=CC=CC=2)(C2C=CC=CC=2)C2C=CC=CC=2)[P](C2C=CC=CC=2)(C2C=CC=CC=2)C2C=CC=CC=2)(C2C=CC=CC=2)C2C=CC=CC=2)=CC=1. The product is [Cl:1][C:2]1[CH:7]=[C:6]([O:8][CH3:9])[C:5]([CH:19]=[CH2:20])=[CH:4][C:3]=1[C:11]1[CH:16]=[C:15]([Cl:17])[CH:14]=[CH:13][C:12]=1[Cl:18]. The yield is 0.350. (3) The reactants are [OH:1][CH2:2][CH2:3][C@H:4]1[CH2:8][O:7][C:6]([CH3:10])([CH3:9])[N:5]1[C:11]([O:13][C:14]([CH3:17])([CH3:16])[CH3:15])=[O:12].[H-].[Na+].Cl[C:21]1[CH:26]=[CH:25][C:24]([C:27]([F:30])([F:29])[F:28])=[CH:23][N:22]=1. The catalyst is C1COCC1.C(OCC)(=O)C. The product is [C:14]([O:13][C:11]([N:5]1[C@@H:4]([CH2:3][CH2:2][O:1][C:21]2[CH:26]=[CH:25][C:24]([C:27]([F:30])([F:29])[F:28])=[CH:23][N:22]=2)[CH2:8][O:7][C:6]1([CH3:10])[CH3:9])=[O:12])([CH3:17])([CH3:16])[CH3:15]. The yield is 0.820. (4) The reactants are [CH2:1]1[CH2:6][CH2:5][C:4]([CH2:11][NH2:12])([CH2:7][C:8]([OH:10])=[O:9])[CH2:3][CH2:2]1.C(N(CC)CC)C.C[Si](C)(C)Cl.[CH3:25][CH:26]([CH:28]([Cl:33])[O:29][C:30](Cl)=[O:31])[CH3:27]. The catalyst is ClCCl. The product is [Cl:33][CH:28]([O:29][C:30]([NH:12][CH2:11][C:4]1([CH2:7][C:8]([OH:10])=[O:9])[CH2:3][CH2:2][CH2:1][CH2:6][CH2:5]1)=[O:31])[CH:26]([CH3:27])[CH3:25]. The yield is 0.770. (5) The reactants are [NH2:1][C:2]1[CH:3]=[C:4]([C@:8]23[CH2:16][N:15]([C:17]4[N:22]=[CH:21][C:20]([F:23])=[CH:19][N:18]=4)[CH2:14][C@H:13]2[CH2:12][S:11][C:10]([NH:24][C:25](=[O:32])[C:26]2[CH:31]=[CH:30][CH:29]=[CH:28][CH:27]=2)=[N:9]3)[CH:5]=[CH:6][CH:7]=1.[F:33][C:34]1[C:35]([C:41](O)=[O:42])=[N:36][CH:37]=[C:38]([F:40])[CH:39]=1.ON1C2C=CC=CC=2N=N1.Cl.CN(C)CCCN=C=NCC.C(N(C(C)C)CC)(C)C. The catalyst is ClCCl. The product is [C:25]([NH:24][C:10]1[S:11][CH2:12][C@@H:13]2[CH2:14][N:15]([C:17]3[N:22]=[CH:21][C:20]([F:23])=[CH:19][N:18]=3)[CH2:16][C@:8]2([C:4]2[CH:3]=[C:2]([NH:1][C:41]([C:35]3[C:34]([F:33])=[CH:39][C:38]([F:40])=[CH:37][N:36]=3)=[O:42])[CH:7]=[CH:6][CH:5]=2)[N:9]=1)(=[O:32])[C:26]1[CH:27]=[CH:28][CH:29]=[CH:30][CH:31]=1. The yield is 0.840. (6) The reactants are [NH2:1][C:2]1[CH:7]=[C:6]([Cl:8])[CH:5]=[CH:4][C:3]=1[SH:9].Cl[CH2:11][C:12]1[CH:16]=[C:15]([N+:17]([O-:19])=[O:18])[NH:14][N:13]=1.C([O-])([O-])=O.[K+].[K+]. The catalyst is CN(C=O)C. The product is [Cl:8][C:6]1[CH:5]=[CH:4][C:3]([S:9][CH2:11][C:12]2[CH:16]=[C:15]([N+:17]([O-:19])=[O:18])[NH:14][N:13]=2)=[C:2]([CH:7]=1)[NH2:1]. The yield is 0.490. (7) The reactants are [CH2:1]1[C:6](=O)[CH2:5][CH2:4][N:3]([CH2:8][C:9]2[CH:14]=[CH:13][CH:12]=[CH:11][CH:10]=2)[CH2:2]1.Cl.[CH2:16]([NH2:18])[CH3:17].[C-:19]#[N:20].[K+].C(O)(C)C. The catalyst is C(O)C.O. The product is [CH2:8]([N:3]1[CH2:4][CH2:5][C:6]([NH:18][CH2:16][CH3:17])([C:19]#[N:20])[CH2:1][CH2:2]1)[C:9]1[CH:14]=[CH:13][CH:12]=[CH:11][CH:10]=1. The yield is 0.840. (8) The reactants are [N:1]1[CH:6]=[CH:5][CH:4]=[CH:3][C:2]=1[O:7][CH2:8][C:9]1[CH:14]=[CH:13][C:12]([CH2:15]O)=[CH:11][CH:10]=1.C1(P(C2C=CC=CC=2)C2C=CC=CC=2)C=CC=CC=1.C(Cl)(Cl)(Cl)[Cl:37]. No catalyst specified. The product is [Cl:37][CH2:15][C:12]1[CH:13]=[CH:14][C:9]([CH2:8][O:7][C:2]2[CH:3]=[CH:4][CH:5]=[CH:6][N:1]=2)=[CH:10][CH:11]=1. The yield is 0.511. (9) The reactants are C(=O)([O-])[O-].[K+].[K+].[Cl:7][C:8]1[CH:13]=[CH:12][C:11]([C:14]2[CH:19]=[CH:18][C:17]([CH2:20][O:21][CH:22]3[CH2:27][CH2:26][CH2:25][NH:24][CH2:23]3)=[CH:16][CH:15]=2)=[CH:10][CH:9]=1.F[C:29]1[CH:36]=[CH:35][CH:34]=[CH:33][C:30]=1[CH:31]=[O:32].O. The catalyst is [I-].C([N+](CCCC)(CCCC)CCCC)CCC.CN(C)C=O. The product is [Cl:7][C:8]1[CH:13]=[CH:12][C:11]([C:14]2[CH:19]=[CH:18][C:17]([CH2:20][O:21][CH:22]3[CH2:27][CH2:26][CH2:25][N:24]([C:36]4[CH:29]=[C:30]([CH:33]=[CH:34][CH:35]=4)[CH:31]=[O:32])[CH2:23]3)=[CH:16][CH:15]=2)=[CH:10][CH:9]=1. The yield is 0.530.